This data is from Full USPTO retrosynthesis dataset with 1.9M reactions from patents (1976-2016). The task is: Predict the reactants needed to synthesize the given product. (1) Given the product [CH:35]([Si:34]([CH:41]([CH3:43])[CH3:42])([CH:38]([CH3:40])[CH3:39])[O:14][CH2:3][CH2:4][C:5]1[S:9][CH:8]=[N:7][C:6]=1[C:10]([O:12][CH3:13])=[O:11])([CH3:37])[CH3:36], predict the reactants needed to synthesize it. The reactants are: CO[C:3](=[O:14])[CH2:4][C:5]1[S:9][CH:8]=[N:7][C:6]=1[C:10]([O:12][CH3:13])=[O:11].N1C(C)=CC=CC=1C.C(Cl)Cl.O([Si:34]([CH:41]([CH3:43])[CH3:42])([CH:38]([CH3:40])[CH3:39])[CH:35]([CH3:37])[CH3:36])S(C(F)(F)F)(=O)=O. (2) Given the product [F:18][C:2]1([F:1])[C:11]2([CH3:12])[CH:3]1[CH2:4][C:5]1[C:6]([C:13]([OH:15])=[O:14])=[N:7][NH:8][C:9]=1[CH2:10]2, predict the reactants needed to synthesize it. The reactants are: [F:1][C:2]1([F:18])[C:11]2([CH3:12])[CH:3]1[CH2:4][C:5]1[C:6]([C:13]([O:15]CC)=[O:14])=[N:7][NH:8][C:9]=1[CH2:10]2.C(O)C.[OH-].[Na+]. (3) Given the product [CH:16]([N:12]1[CH:13]=[C:9]([C:7]2[CH:6]=[CH:5][N:4]=[C:3]([S:2][CH3:1])[N:8]=2)[C:10]([NH2:14])=[N:11]1)([CH3:18])[CH3:17], predict the reactants needed to synthesize it. The reactants are: [CH3:1][S:2][C:3]1[N:8]=[C:7]([C:9]2[C:10]([NH2:14])=[N:11][NH:12][CH:13]=2)[CH:6]=[CH:5][N:4]=1.I[CH:16]([CH3:18])[CH3:17].C[O-].[Na+]. (4) Given the product [S:23]1[C:27]([C:2]2[S:3][C:4]([CH2:8][O:9][C:10]3[CH:15]=[CH:14][C:13]([C:16]4[NH:17][O:18][C:19](=[O:21])[N:20]=4)=[C:12]([Cl:22])[CH:11]=3)=[C:5]([CH3:7])[N:6]=2)=[CH:26][C:25]2[CH:31]=[CH:32][CH:33]=[CH:34][C:24]1=2, predict the reactants needed to synthesize it. The reactants are: Br[C:2]1[S:3][C:4]([CH2:8][O:9][C:10]2[CH:15]=[CH:14][C:13]([C:16]3[NH:17][O:18][C:19](=[O:21])[N:20]=3)=[C:12]([Cl:22])[CH:11]=2)=[C:5]([CH3:7])[N:6]=1.[S:23]1[C:27](B(O)O)=[CH:26][C:25]2[CH:31]=[CH:32][CH:33]=[CH:34][C:24]1=2.C(=O)([O-])[O-].[Cs+].[Cs+]. (5) Given the product [C:15]([O:14][C:12]([N:10]1[CH2:11][C:8]2([CH2:19][C:20](=[O:21])[CH2:5][C:6](=[O:22])[NH:7]2)[CH2:9]1)=[O:13])([CH3:18])([CH3:16])[CH3:17], predict the reactants needed to synthesize it. The reactants are: COC([CH:5]1[C:20](=[O:21])[CH2:19][C:8]2([CH2:11][N:10]([C:12]([O:14][C:15]([CH3:18])([CH3:17])[CH3:16])=[O:13])[CH2:9]2)[NH:7][C:6]1=[O:22])=O. (6) The reactants are: [CH3:1][O:2][C:3]1[CH:4]=[C:5]([CH2:23][C:24]([O:26]C(C)(C)C)=[O:25])[CH:6]=[CH:7][C:8]=1[NH:9][C:10]([NH:12][C:13]1[CH:18]=[CH:17][CH:16]=[CH:15][C:14]=1[C:19]([F:22])([F:21])[F:20])=[O:11].C(O)(C(F)(F)F)=O. Given the product [CH3:1][O:2][C:3]1[CH:4]=[C:5]([CH2:23][C:24]([OH:26])=[O:25])[CH:6]=[CH:7][C:8]=1[NH:9][C:10]([NH:12][C:13]1[CH:18]=[CH:17][CH:16]=[CH:15][C:14]=1[C:19]([F:22])([F:21])[F:20])=[O:11], predict the reactants needed to synthesize it.